The task is: Predict the product of the given reaction.. This data is from Forward reaction prediction with 1.9M reactions from USPTO patents (1976-2016). (1) Given the reactants [Li+].[OH-].[C:3]([N:6]1[CH2:11][CH:10]([CH2:12][CH:13]2[CH2:18][CH2:17][CH2:16][CH2:15][CH2:14]2)[CH2:9][CH:8]([C:19]([O:21]CC)=[O:20])[CH2:7]1)(=[O:5])[CH3:4].C(Cl)Cl.O, predict the reaction product. The product is: [C:3]([N:6]1[CH2:11][CH:10]([CH2:12][CH:13]2[CH2:14][CH2:15][CH2:16][CH2:17][CH2:18]2)[CH2:9][CH:8]([C:19]([OH:21])=[O:20])[CH2:7]1)(=[O:5])[CH3:4]. (2) Given the reactants [CH:1]([CH:4]1[C:11]2[CH:10]=[C:9]([C:12]([O:14]C)=[O:13])[NH:8][C:7]=2[CH2:6][CH2:5]1)([CH3:3])[CH3:2].O.[OH-].[Li+], predict the reaction product. The product is: [CH:1]([CH:4]1[C:11]2[CH:10]=[C:9]([C:12]([OH:14])=[O:13])[NH:8][C:7]=2[CH2:6][CH2:5]1)([CH3:3])[CH3:2]. (3) Given the reactants [Si]([O:8][C@H:9]([C:42]1[CH:47]=[CH:46][C:45]([F:48])=[CH:44][CH:43]=1)[CH2:10][S:11][C@H:12]1[C:15](=[O:16])[N:14]([C:17]2[CH:22]=[CH:21][C:20]([C:23]#[C:24][CH2:25][NH:26][S:27]([CH3:30])(=[O:29])=[O:28])=[CH:19][CH:18]=2)[C@@H:13]1[C:31]1[CH:41]=[CH:40][C:34]([O:35][CH2:36][C:37](O)=[O:38])=[CH:33][CH:32]=1)(C(C)(C)C)(C)C.CN1CCOCC1.CN(C(ON1N=NC2C=CC=CC1=2)=[N+](C)C)C.[B-](F)(F)(F)F.Cl.[NH2:79][CH2:80][C:81]([NH:83][C@@H:84]([C:88]([OH:90])=[O:89])[CH:85]([CH3:87])[CH3:86])=[O:82].[Si](O[Si](C(C)(C)C)(C)C)(C(C)(C)C)(C)C, predict the reaction product. The product is: [F:48][C:45]1[CH:46]=[CH:47][C:42]([C@@H:9]([OH:8])[CH2:10][S:11][C@H:12]2[C:15](=[O:16])[N:14]([C:17]3[CH:22]=[CH:21][C:20]([C:23]#[C:24][CH2:25][NH:26][S:27]([CH3:30])(=[O:29])=[O:28])=[CH:19][CH:18]=3)[C@@H:13]2[C:31]2[CH:41]=[CH:40][C:34]([O:35][CH2:36][C:37]([NH:79][CH2:80][C:81]([NH:83][C@@H:84]([C:88]([OH:90])=[O:89])[CH:85]([CH3:86])[CH3:87])=[O:82])=[O:38])=[CH:33][CH:32]=2)=[CH:43][CH:44]=1. (4) The product is: [Br:24][C:15]1[N:16]=[C:12]2[CH:11]=[CH:10][CH:9]=[C:8]([CH2:7][CH:4]3[CH2:5][CH2:6][O:1][CH2:2][CH2:3]3)[N:13]2[N:14]=1. Given the reactants [O:1]1[CH2:6][CH2:5][CH:4]([CH2:7][C:8]2[N:13]3[N:14]=[C:15](N)[N:16]=[C:12]3[CH:11]=[CH:10][CH:9]=2)[CH2:3][CH2:2]1.N([O-])=O.[Na+].[OH-].[Na+].[BrH:24], predict the reaction product. (5) Given the reactants Cl.C(OC([NH:9][C@@:10]1([C:34]([OH:36])=[O:35])[C@H:15]([O:16][CH2:17][C:18]2[CH:23]=[CH:22][C:21]([Cl:24])=[C:20]([Cl:25])[CH:19]=2)[C@@H:14]([NH:26][C:27](=[O:30])[CH2:28][OH:29])[C@@H:13]2[C@H:11]1[C@H:12]2[C:31]([OH:33])=[O:32])=O)(C)(C)C, predict the reaction product. The product is: [ClH:24].[NH2:9][C@@:10]1([C:34]([OH:36])=[O:35])[C@H:15]([O:16][CH2:17][C:18]2[CH:23]=[CH:22][C:21]([Cl:24])=[C:20]([Cl:25])[CH:19]=2)[C@@H:14]([NH:26][C:27](=[O:30])[CH2:28][OH:29])[C@@H:13]2[C@H:11]1[C@H:12]2[C:31]([OH:33])=[O:32]. (6) Given the reactants [Cl:1][C:2]1[CH:3]=[C:4]([CH2:14][N:15]2[C:19]([CH3:20])=[CH:18][C:17]([C:21](Cl)=[O:22])=[N:16]2)[C:5]2[O:9][C:8]([CH:10]([CH3:12])[CH3:11])=[CH:7][C:6]=2[CH:13]=1.[CH3:24][O:25][C@H:26]1[CH2:31][CH2:30][C@H:29]([NH2:32])[CH2:28][CH2:27]1.C(N(CC)CC)C, predict the reaction product. The product is: [Cl:1][C:2]1[CH:3]=[C:4]([CH2:14][N:15]2[C:19]([CH3:20])=[CH:18][C:17]([C:21]([NH:32][C@H:29]3[CH2:30][CH2:31][C@H:26]([O:25][CH3:24])[CH2:27][CH2:28]3)=[O:22])=[N:16]2)[C:5]2[O:9][C:8]([CH:10]([CH3:12])[CH3:11])=[CH:7][C:6]=2[CH:13]=1. (7) Given the reactants [NH2:1][C:2]1[S:3][C:4]([C:12]2[CH:17]=[CH:16][CH:15]=[CH:14][CH:13]=2)=[CH:5][C:6]=1[C:7]([O:9][CH2:10][CH3:11])=[O:8].CO[C:20]([CH3:22])=[CH2:21].C(O)(=O)C.C(O[BH-](OC(=O)C)OC(=O)C)(=O)C.[Na+].C(=O)(O)[O-].[Na+], predict the reaction product. The product is: [CH:20]([NH:1][C:2]1[S:3][C:4]([C:12]2[CH:17]=[CH:16][CH:15]=[CH:14][CH:13]=2)=[CH:5][C:6]=1[C:7]([O:9][CH2:10][CH3:11])=[O:8])([CH3:22])[CH3:21].